Task: Predict which catalyst facilitates the given reaction.. Dataset: Catalyst prediction with 721,799 reactions and 888 catalyst types from USPTO (1) Reactant: Br[CH2:2][C:3]1[C:4]([C:9]#[N:10])=[N:5][CH:6]=[CH:7][CH:8]=1.[CH3:11][NH:12][CH3:13].C(=O)([O-])[O-]. Product: [CH3:11][N:12]([CH2:2][C:3]1[C:4]([C:9]#[N:10])=[N:5][CH:6]=[CH:7][CH:8]=1)[CH3:13]. The catalyst class is: 23. (2) Reactant: [F:1][C:2]1[CH:3]=[C:4]2[C:8](=[CH:9][CH:10]=1)[N:7]([CH2:11][C:12]([O:14]C(C)(C)C)=[O:13])[C:6]([CH3:19])=[C:5]2[C:20]1[CH:21]=[N:22][C:23]([O:26]C)=[CH:24][CH:25]=1.[H-].[Na+].[Br-].[Li+].Br.Br[CH2:34][C:35]1[CH:40]=[CH:39][N:38]=[CH:37][CH:36]=1. Product: [F:1][C:2]1[CH:3]=[C:4]2[C:8](=[CH:9][CH:10]=1)[N:7]([CH2:11][C:12]([OH:14])=[O:13])[C:6]([CH3:19])=[C:5]2[C:20]1[CH:25]=[CH:24][C:23](=[O:26])[N:22]([CH2:34][C:35]2[CH:40]=[CH:39][N:38]=[CH:37][CH:36]=2)[CH:21]=1. The catalyst class is: 3. (3) Reactant: [N+:1]([C:4]1[C:5]([CH:10](C(OCC)=O)[C:11]([O:13][CH2:14][CH3:15])=[O:12])=[N:6][CH:7]=[CH:8][CH:9]=1)([O-:3])=[O:2].O.[Cl-].[Li+]. Product: [N+:1]([C:4]1[C:5]([CH2:10][C:11]([O:13][CH2:14][CH3:15])=[O:12])=[N:6][CH:7]=[CH:8][CH:9]=1)([O-:3])=[O:2]. The catalyst class is: 550. (4) Reactant: [N+:1]([C:4]1[CH:5]=[C:6]2[C:11]([NH:12][C:13]3[CH:18]=[CH:17][CH:16]=[CH:15][CH:14]=3)=[C:10]([C:19]([NH2:21])=[O:20])[CH:9]=[N:8][N:7]2[CH:22]=1)([O-])=O. Product: [NH2:1][C:4]1[CH:5]=[C:6]2[C:11]([NH:12][C:13]3[CH:18]=[CH:17][CH:16]=[CH:15][CH:14]=3)=[C:10]([C:19]([NH2:21])=[O:20])[CH:9]=[N:8][N:7]2[CH:22]=1. The catalyst class is: 696. (5) Reactant: C(OC([N:8]([C:12]1[C:16]2[CH:17]=[C:18]([Cl:35])[C:19]([CH2:21][O:22][C:23]3[CH:34]=[CH:33][C:26]4[CH2:27][CH2:28][C:29]([CH3:32])([CH3:31])[O:30][C:25]=4[CH:24]=3)=[CH:20][C:15]=2[O:14][N:13]=1)C(=O)[O-])=O)(C)(C)C.FC(F)(F)C(O)=O.C([O-])([O-])=O.[Na+].[Na+]. Product: [Cl:35][C:18]1[C:19]([CH2:21][O:22][C:23]2[CH:24]=[C:25]3[C:26]([CH2:27][CH2:28][C:29]([CH3:32])([CH3:31])[O:30]3)=[CH:33][CH:34]=2)=[CH:20][C:15]2[O:14][N:13]=[C:12]([NH2:8])[C:16]=2[CH:17]=1. The catalyst class is: 2. (6) Reactant: [CH3:1][C:2]1[O:3][C:4]2[C:5](=[C:7]([C:11](OC)=[O:12])[CH:8]=[CH:9][CH:10]=2)[CH:6]=1.CC(C[AlH]CC(C)C)C.[OH-].[Na+]. Product: [CH3:1][C:2]1[O:3][C:4]2[CH:10]=[CH:9][CH:8]=[C:7]([CH2:11][OH:12])[C:5]=2[CH:6]=1. The catalyst class is: 2.